Dataset: NCI-60 drug combinations with 297,098 pairs across 59 cell lines. Task: Regression. Given two drug SMILES strings and cell line genomic features, predict the synergy score measuring deviation from expected non-interaction effect. (1) Drug 1: CCN(CC)CCNC(=O)C1=C(NC(=C1C)C=C2C3=C(C=CC(=C3)F)NC2=O)C. Drug 2: C1CC(=O)NC(=O)C1N2C(=O)C3=CC=CC=C3C2=O. Cell line: HCT-15. Synergy scores: CSS=7.65, Synergy_ZIP=-1.55, Synergy_Bliss=-12.1, Synergy_Loewe=-36.0, Synergy_HSA=-8.63. (2) Drug 1: CC1=CC=C(C=C1)C2=CC(=NN2C3=CC=C(C=C3)S(=O)(=O)N)C(F)(F)F. Drug 2: COC1=C2C(=CC3=C1OC=C3)C=CC(=O)O2. Cell line: HS 578T. Synergy scores: CSS=7.01, Synergy_ZIP=-4.81, Synergy_Bliss=-7.96, Synergy_Loewe=2.21, Synergy_HSA=-2.15. (3) Drug 1: C1=NNC2=C1C(=O)NC=N2. Drug 2: C1CCC(C(C1)N)N.C(=O)(C(=O)[O-])[O-].[Pt+4]. Cell line: IGROV1. Synergy scores: CSS=22.5, Synergy_ZIP=-7.00, Synergy_Bliss=-2.19, Synergy_Loewe=-14.3, Synergy_HSA=-0.859. (4) Synergy scores: CSS=42.4, Synergy_ZIP=1.41, Synergy_Bliss=-2.19, Synergy_Loewe=-30.1, Synergy_HSA=-2.95. Drug 1: CCC1=CC2CC(C3=C(CN(C2)C1)C4=CC=CC=C4N3)(C5=C(C=C6C(=C5)C78CCN9C7C(C=CC9)(C(C(C8N6C)(C(=O)OC)O)OC(=O)C)CC)OC)C(=O)OC.C(C(C(=O)O)O)(C(=O)O)O. Cell line: KM12. Drug 2: CS(=O)(=O)CCNCC1=CC=C(O1)C2=CC3=C(C=C2)N=CN=C3NC4=CC(=C(C=C4)OCC5=CC(=CC=C5)F)Cl.